This data is from Forward reaction prediction with 1.9M reactions from USPTO patents (1976-2016). The task is: Predict the product of the given reaction. (1) Given the reactants [F:1][C:2]1[CH:3]=[CH:4][C:5]([O:18][CH3:19])=[C:6]([C:8]2[CH:13]=[CH:12][N:11]=[C:10]3[NH:14][C:15](I)=[CH:16][C:9]=23)[CH:7]=1.CC1(C)C(C)(C)OB([C:28]2[CH2:33][CH2:32][CH:31]([C:34]([O:36][CH2:37][CH3:38])=[O:35])[CH2:30][CH:29]=2)O1.COCCOC.C(O)C.O.C(=O)([O-])[O-].[Na+].[Na+], predict the reaction product. The product is: [F:1][C:2]1[CH:3]=[CH:4][C:5]([O:18][CH3:19])=[C:6]([C:8]2[CH:13]=[CH:12][N:11]=[C:10]3[NH:14][C:15]([C:28]4[CH2:33][CH2:32][CH:31]([C:34]([O:36][CH2:37][CH3:38])=[O:35])[CH2:30][CH:29]=4)=[CH:16][C:9]=23)[CH:7]=1. (2) Given the reactants [Br:1][C:2]1[N:7]=[CH:6][C:5](/[C:8](=[N:10]/[S:11]([C:13]([CH3:16])([CH3:15])[CH3:14])=[O:12])/[CH3:9])=[CH:4][CH:3]=1.C([BH-](C(CC)C)C(CC)C)(CC)C.[Li+], predict the reaction product. The product is: [Br:1][C:2]1[N:7]=[CH:6][C:5]([C@H:8]([NH:10][S:11]([C:13]([CH3:14])([CH3:16])[CH3:15])=[O:12])[CH3:9])=[CH:4][CH:3]=1. (3) Given the reactants [CH2:1]([O:8][C:9]1[CH:10]=[CH:11][C:12]([S:18](CCC(OC)=O)(=[O:20])=[O:19])=[N:13][C:14]=1[N+:15]([O-:17])=[O:16])[C:2]1[CH:7]=[CH:6][CH:5]=[CH:4][CH:3]=1.C[O-].[Na+].Cl[N:31]1C(=O)CCC1=O.N, predict the reaction product. The product is: [CH2:1]([O:8][C:9]1[CH:10]=[CH:11][C:12]([S:18]([NH2:31])(=[O:20])=[O:19])=[N:13][C:14]=1[N+:15]([O-:17])=[O:16])[C:2]1[CH:7]=[CH:6][CH:5]=[CH:4][CH:3]=1. (4) Given the reactants F[C:2]1[CH:9]=[CH:8][C:7]([I:10])=[CH:6][C:3]=1[CH:4]=O.[CH:11]1([NH:16][NH2:17])[CH2:15][CH2:14][CH2:13][CH2:12]1.C(=O)([O-])[O-].[Cs+].[Cs+].CC([O-])(C)C.[K+], predict the reaction product. The product is: [CH:11]1([N:16]2[C:2]3[C:3](=[CH:6][C:7]([I:10])=[CH:8][CH:9]=3)[CH:4]=[N:17]2)[CH2:15][CH2:14][CH2:13][CH2:12]1. (5) Given the reactants [Br:1][C:2]1[CH:3]=[N:4][C:5]([NH:8][C:9]2[CH:14]=[CH:13][C:12]([CH2:15][C:16](N(OC)C)=[O:17])=[CH:11][CH:10]=2)=[N:6][CH:7]=1.C=[O:23].[O-:24][CH2:25]C.[Na+].[OH-].[K+], predict the reaction product. The product is: [Br:1][C:2]1[CH:7]=[N:6][C:5]([NH:8][C:9]2[CH:10]=[CH:11][C:12]([CH:15]([CH2:16][OH:17])[C:25]([OH:24])=[O:23])=[CH:13][CH:14]=2)=[N:4][CH:3]=1. (6) The product is: [NH2:14][C:10]1[CH:11]=[C:12]2[C:7](=[CH:8][CH:9]=1)[NH:6][C:5]([C:1]([CH3:4])([CH3:3])[CH3:2])=[CH:13]2. Given the reactants [C:1]([C:5]1[NH:6][C:7]2[C:12]([CH:13]=1)=[CH:11][C:10]([N+:14]([O-])=O)=[CH:9][CH:8]=2)([CH3:4])([CH3:3])[CH3:2], predict the reaction product. (7) Given the reactants [NH:1]1[C:9]2[C:4](=[CH:5][CH:6]=[CH:7]C=2)[CH:3]=[CH:2]1.C([N:17]1[C:29]2[C:28]([OH:30])=[C:27]3[N:31](C(OC(C)(C)C)=O)[C:32]4[CH:33]=[CH:34][C:35]([Cl:38])=[CH:36][C:37]=4[C:26]3=[CH:25][C:24]=2[C:23]2[C:18]1=[CH:19][CH:20]=[C:21]([Cl:46])[CH:22]=2)(OC(C)(C)C)=O.C(OC(N1CCC[C@H]1CO)=O)(C)(C)C, predict the reaction product. The product is: [Cl:46][C:21]1[CH:22]=[C:23]2[C:18](=[CH:19][CH:20]=1)[NH:17][C:29]1[C:28]([O:30][CH2:7][CH2:6][CH:5]3[CH2:3][CH2:2][NH:1][CH2:9][CH2:4]3)=[C:27]3[NH:31][C:32]4[CH:33]=[CH:34][C:35]([Cl:38])=[CH:36][C:37]=4[C:26]3=[CH:25][C:24]2=1. (8) Given the reactants Cl.[CH3:2][O:3][C:4]1[CH:5]=[C:6]([C:12]2[C:13]([CH3:25])([CH3:24])[C:14](=[O:23])[N:15]([CH:17]3[CH2:22][CH2:21][NH:20][CH2:19][CH2:18]3)[N:16]=2)[CH:7]=[CH:8][C:9]=1[O:10][CH3:11].[C:26]1([C:36](Cl)=[O:37])[C:35]2[C:30](=[CH:31][CH:32]=[CH:33][CH:34]=2)[CH:29]=[CH:28][CH:27]=1, predict the reaction product. The product is: [CH3:2][O:3][C:4]1[CH:5]=[C:6]([C:12]2[C:13]([CH3:25])([CH3:24])[C:14](=[O:23])[N:15]([CH:17]3[CH2:22][CH2:21][N:20]([C:36]([C:26]4[C:35]5[C:30](=[CH:31][CH:32]=[CH:33][CH:34]=5)[CH:29]=[CH:28][CH:27]=4)=[O:37])[CH2:19][CH2:18]3)[N:16]=2)[CH:7]=[CH:8][C:9]=1[O:10][CH3:11]. (9) Given the reactants [NH2:1][C:2]1[CH:3]=[CH:4][C:5]([CH3:25])=[C:6]([NH:8][C:9]2[CH:10]=[C:11]3[C:15](=[CH:16][CH:17]=2)[C:14](=[O:18])[N:13]([C:19]2[CH:24]=[CH:23][CH:22]=[CH:21][CH:20]=2)[CH2:12]3)[CH:7]=1.[O:26]1[CH:30]=[CH:29][C:28]([C:31](O)=[O:32])=[CH:27]1.C1C=CC2N(O)N=NC=2C=1.C1CN([P+](ON2N=NC3C=CC=CC2=3)(N2CCCC2)N2CCCC2)CC1.F[P-](F)(F)(F)(F)F.C(N(CC)C(C)C)(C)C, predict the reaction product. The product is: [CH3:25][C:5]1[CH:4]=[CH:3][C:2]([NH:1][C:31]([C:28]2[CH:29]=[CH:30][O:26][CH:27]=2)=[O:32])=[CH:7][C:6]=1[NH:8][C:9]1[CH:10]=[C:11]2[C:15](=[CH:16][CH:17]=1)[C:14](=[O:18])[N:13]([C:19]1[CH:24]=[CH:23][CH:22]=[CH:21][CH:20]=1)[CH2:12]2.